Task: Predict the reaction yield, written as a fraction of the theoretical maximum amount of product (1.0 means a 100% yield; for example, 0.34 means a 34% yield).. Dataset: Reaction yield outcomes from USPTO patents with 853,638 reactions (1) The reactants are [CH:1]([C:4]1[CH:10]=[CH:9][C:7]([NH2:8])=[CH:6][CH:5]=1)([CH3:3])[CH3:2].CO[CH:13]1[CH2:17][CH2:16][CH:15](OC)O1. The catalyst is C(O)(=O)C. The product is [CH:1]([C:4]1[CH:10]=[CH:9][C:7]([N:8]2[CH:13]=[CH:17][CH:16]=[CH:15]2)=[CH:6][CH:5]=1)([CH3:3])[CH3:2]. The yield is 0.990. (2) The reactants are [N+:1]([C:4]1[CH:9]=[CH:8][CH:7]=[CH:6][C:5]=1[CH2:10][C:11]([O:13][CH3:14])=[O:12])([O-])=O. The catalyst is CO.[Pd]. The product is [NH2:1][C:4]1[CH:9]=[CH:8][CH:7]=[CH:6][C:5]=1[CH2:10][C:11]([O:13][CH3:14])=[O:12]. The yield is 1.00. (3) The reactants are Cl.[CH3:2][O:3][C:4](=[O:10])[C@@H:5]1[CH2:9][CH2:8][CH2:7][NH:6]1.C(N(CC)CC)C.[Cl:18][C:19]1[CH:20]=[C:21]([S:26](Cl)(=[O:28])=[O:27])[CH:22]=[C:23]([Cl:25])[CH:24]=1. The catalyst is C(Cl)Cl. The product is [CH3:2][O:3][C:4](=[O:10])[C@@H:5]1[CH2:9][CH2:8][CH2:7][N:6]1[S:26]([C:21]1[CH:20]=[C:19]([Cl:18])[CH:24]=[C:23]([Cl:25])[CH:22]=1)(=[O:28])=[O:27]. The yield is 0.770. (4) The reactants are [CH2:1]([O:19]C1C=CC(CC([O-])=O)=CC=1)[CH2:2][CH2:3][CH2:4][CH2:5][CH2:6][CH2:7][CH2:8][CH2:9][CH2:10][CH2:11][CH2:12][CH2:13][CH2:14][CH2:15][CH2:16][CH2:17][CH3:18].[CH3:30][O:31][C:32](=[O:42])[CH2:33][C:34]1[CH:39]=[C:38](O)[CH:37]=[C:36]([OH:41])[CH:35]=1.C([O-])([O-])=O.[K+].[K+].Br[CH2:50][CH2:51][CH2:52][CH2:53][CH2:54][CH2:55][CH2:56][CH2:57][CH2:58][CH2:59][CH2:60][CH2:61][CH2:62][CH2:63][CH2:64][CH2:65][CH2:66][CH3:67]. The catalyst is CN(C=O)C. The product is [CH3:30][O:31][C:32](=[O:42])[CH2:33][C:34]1[CH2:35][C:36]([O:19][CH2:1][CH2:2][CH2:3][CH2:4][CH2:5][CH2:6][CH2:7][CH2:8][CH2:9][CH2:10][CH2:11][CH2:12][CH2:13][CH2:14][CH2:15][CH2:16][CH2:17][CH3:18])([O:41][CH2:67][CH2:66][CH2:65][CH2:64][CH2:63][CH2:62][CH2:61][CH2:60][CH2:59][CH2:58][CH2:57][CH2:56][CH2:55][CH2:54][CH2:53][CH2:52][CH2:51][CH3:50])[CH:37]=[CH:38][CH:39]=1. The yield is 0.760. (5) The product is [Cl:1][C:2]1[CH:3]=[CH:4][CH:5]=[C:6]2[C:11]=1[C:10]([CH:21]=[O:19])=[CH:9][CH:8]=[C:7]2[O:12][CH3:13]. The reactants are [Cl:1][C:2]1[C:11]2[C:6](=[C:7]([O:12][CH3:13])[CH:8]=[CH:9][CH:10]=2)[CH:5]=[CH:4][CH:3]=1.O=P(Cl)(Cl)Cl.[OH-:19].[Na+].[C:21]1(C)C=CC=CC=1. The yield is 0.200. The catalyst is CN(C=O)C.